Dataset: Reaction yield outcomes from USPTO patents with 853,638 reactions. Task: Predict the reaction yield, written as a fraction of the theoretical maximum amount of product (1.0 means a 100% yield; for example, 0.34 means a 34% yield). The reactants are Br[CH:2]([CH2:7][CH2:8]Br)[C:3]([O:5][CH3:6])=[O:4].Cl.[F:11][C:12]1([F:19])[CH2:17][CH2:16][CH:15]([NH2:18])[CH2:14][CH2:13]1. No catalyst specified. The product is [F:11][C:12]1([F:19])[CH2:17][CH2:16][CH:15]([N:18]2[CH2:8][CH2:7][CH:2]2[C:3]([O:5][CH3:6])=[O:4])[CH2:14][CH2:13]1. The yield is 0.300.